Dataset: Catalyst prediction with 721,799 reactions and 888 catalyst types from USPTO. Task: Predict which catalyst facilitates the given reaction. (1) Reactant: [CH3:1][C:2]([CH3:26])([CH2:24][OH:25])[CH2:3][N:4]1[CH2:12][C:11]2[C:6](=[CH:7][CH:8]=[C:9]([C:13]3[CH:14]=[C:15]([CH:19]=[CH:20][C:21]=3[CH3:22])[C:16]([OH:18])=O)[CH:10]=2)[C:5]1=[O:23].CCN=C=N[CH2:32][CH2:33][CH2:34][N:35](C)C.Cl.C1C=CC2N(O)N=NC=2C=1.CN1CCOCC1.C1(N)CC1. Product: [CH:34]1([NH:35][C:16](=[O:18])[C:15]2[CH:19]=[CH:20][C:21]([CH3:22])=[C:13]([C:9]3[CH:10]=[C:11]4[C:6](=[CH:7][CH:8]=3)[C:5](=[O:23])[N:4]([CH2:3][C:2]([CH3:26])([CH3:1])[CH2:24][OH:25])[CH2:12]4)[CH:14]=2)[CH2:32][CH2:33]1. The catalyst class is: 3. (2) Reactant: [CH3:1][O:2][C:3]1[CH:8]=[CH:7][C:6]([Mg]Br)=[CH:5][CH:4]=1.C([O:13][C:14]1[CH2:18][CH2:17][C:16](=O)[CH:15]=1)C.Cl. Product: [CH3:1][O:2][C:3]1[CH:8]=[CH:7][C:6]([C:16]2[CH2:17][CH2:18][C:14](=[O:13])[CH:15]=2)=[CH:5][CH:4]=1. The catalyst class is: 25. (3) Reactant: [CH:1]([Si:4](Cl)([CH:8]([CH3:10])[CH3:9])[CH:5]([CH3:7])[CH3:6])([CH3:3])[CH3:2].[Br:12][C:13]1[CH:14]=[CH:15][C:16]([Cl:20])=[C:17]([OH:19])[CH:18]=1.C(N(CC)CC)C. Product: [Br:12][C:13]1[CH:14]=[CH:15][C:16]([Cl:20])=[C:17]([O:19][Si:4]([CH:8]([CH3:10])[CH3:9])([CH:5]([CH3:7])[CH3:6])[CH:1]([CH3:3])[CH3:2])[CH:18]=1. The catalyst class is: 112. (4) Reactant: [H-].[Na+].[F:3][C:4]1([F:11])[CH2:9][CH2:8][CH:7]([OH:10])[CH2:6][CH2:5]1.C(S[C:16]1[N:17]([C:28]2[CH:33]=[CH:32][C:31]([O:34][CH2:35][C:36]([F:39])([F:38])[F:37])=[CH:30][CH:29]=2)[C:18](=[O:27])[C:19]2[CH:25]=[CH:24][C:23](=[O:26])[NH:22][C:20]=2[N:21]=1)CC.O. Product: [F:3][C:4]1([F:11])[CH2:9][CH2:8][CH:7]([O:10][C:16]2[N:17]([C:28]3[CH:29]=[CH:30][C:31]([O:34][CH2:35][C:36]([F:39])([F:38])[F:37])=[CH:32][CH:33]=3)[C:18](=[O:27])[C:19]3[CH:25]=[CH:24][C:23](=[O:26])[NH:22][C:20]=3[N:21]=2)[CH2:6][CH2:5]1. The catalyst class is: 7. (5) Product: [CH3:14][C:15]1[N:16]([CH3:28])[N:17]=[C:18]2[C:23]=1[C:22]1[C:24](=[CH:5][C:3]#[N:4])[CH2:25][CH2:26][C:21]=1[CH:20]=[CH:19]2. Reactant: [H-].[Na+].[C:3]([CH2:5]P(=O)(OCC)OCC)#[N:4].[CH3:14][C:15]1[N:16]([CH3:28])[N:17]=[C:18]2[C:23]=1[C:22]1[C:24](=O)[CH2:25][CH2:26][C:21]=1[CH:20]=[CH:19]2. The catalyst class is: 685. (6) Reactant: [C:1]1([CH:7]2[CH2:16][CH:15](O)[C:14]3[C:9](=[CH:10][C:11]([OH:18])=[CH:12][CH:13]=3)[O:8]2)[CH:6]=[CH:5][CH:4]=[CH:3][CH:2]=1.C([SiH](CC)CC)C.C(O)(C(F)(F)F)=O. Product: [C:1]1([CH:7]2[CH2:16][CH2:15][C:14]3[C:9](=[CH:10][C:11]([OH:18])=[CH:12][CH:13]=3)[O:8]2)[CH:2]=[CH:3][CH:4]=[CH:5][CH:6]=1. The catalyst class is: 2.